From a dataset of Reaction yield outcomes from USPTO patents with 853,638 reactions. Predict the reaction yield, written as a fraction of the theoretical maximum amount of product (1.0 means a 100% yield; for example, 0.34 means a 34% yield). (1) The reactants are [C:1]([O:5][C:6]([N:8]1[CH2:13][CH2:12][CH:11]([O:14][C:15]2[CH:20]=[CH:19][C:18]([N+:21]([O-])=O)=[C:17]([CH3:24])[CH:16]=2)[CH2:10][CH2:9]1)=[O:7])([CH3:4])([CH3:3])[CH3:2]. The catalyst is CO.[Pd]. The product is [C:1]([O:5][C:6]([N:8]1[CH2:13][CH2:12][CH:11]([O:14][C:15]2[CH:20]=[CH:19][C:18]([NH2:21])=[C:17]([CH3:24])[CH:16]=2)[CH2:10][CH2:9]1)=[O:7])([CH3:4])([CH3:3])[CH3:2]. The yield is 0.990. (2) The reactants are [C:1]([OH:13])(=[O:12])[CH2:2][C:3]([CH2:8][C:9]([OH:11])=[O:10])([C:5]([OH:7])=[O:6])[OH:4].O1[B:19]([C@@H:20]([NH:25][C:26](=[O:44])[C@@H:27]([NH:35][C:36]([C:38]2[CH:43]=[N:42][CH:41]=[CH:40][N:39]=2)=[O:37])[CH2:28][C:29]2[CH:34]=[CH:33][CH:32]=[CH:31][CH:30]=2)[CH2:21][CH:22]([CH3:24])[CH3:23])O[B:19]([C@@H:20]([NH:25][C:26](=[O:44])[C@@H:27]([NH:35][C:36]([C:38]2[CH:43]=[N:42][CH:41]=[CH:40][N:39]=2)=[O:37])[CH2:28][C:29]2[CH:34]=[CH:33][CH:32]=[CH:31][CH:30]=2)[CH2:21][CH:22]([CH3:24])[CH3:23])O[B:19]1[C@@H:20]([NH:25][C:26](=[O:44])[C@@H:27]([NH:35][C:36]([C:38]1[CH:43]=[N:42][CH:41]=[CH:40][N:39]=1)=[O:37])[CH2:28][C:29]1[CH:34]=[CH:33][CH:32]=[CH:31][CH:30]=1)[CH2:21][CH:22]([CH3:24])[CH3:23]. The catalyst is CCOC(C)=O. The product is [CH3:23][CH:22]([CH3:24])[CH2:21][C@@H:20]([B:19]1[O:4][C:3]([CH2:2][C:1]([OH:13])=[O:12])([CH2:8][C:9]([OH:11])=[O:10])[C:5](=[O:7])[O:6]1)[NH:25][C:26](=[O:44])[C@@H:27]([NH:35][C:36]([C:38]1[CH:43]=[N:42][CH:41]=[CH:40][N:39]=1)=[O:37])[CH2:28][C:29]1[CH:34]=[CH:33][CH:32]=[CH:31][CH:30]=1. The yield is 0.990. (3) The reactants are [C:1]([C:3]1[CH:8]=[CH:7][CH:6]=[CH:5][C:4]=1[C:9]1[CH:14]=[CH:13][C:12]([CH2:15][C:16]2[C:17](=[O:41])[N:18]([C@H:28]3[CH2:33][CH2:32][C@H:31]([O:34][CH2:35][C:36]([O:38]CC)=O)[CH2:30][CH2:29]3)[C:19]3[N:20]([N:25]=[CH:26][N:27]=3)[C:21]=2[CH2:22][CH2:23][CH3:24])=[CH:11][CH:10]=1)#[N:2].[CH2:42]([Mg]Br)[CH3:43].Cl.O1CC[CH2:49][CH2:48]1. No catalyst specified. The product is [CH2:48]([C:36]([OH:38])([CH2:42][CH3:43])[CH2:35][O:34][C@H:31]1[CH2:30][CH2:29][C@H:28]([N:18]2[C:17](=[O:41])[C:16]([CH2:15][C:12]3[CH:11]=[CH:10][C:9]([C:4]4[C:3]([C:1]#[N:2])=[CH:8][CH:7]=[CH:6][CH:5]=4)=[CH:14][CH:13]=3)=[C:21]([CH2:22][CH2:23][CH3:24])[N:20]3[N:25]=[CH:26][N:27]=[C:19]23)[CH2:33][CH2:32]1)[CH3:49]. The yield is 0.490. (4) The reactants are [CH3:1][N:2]([CH3:22])[C:3]([C:5]1[CH:10]=[C:9]([C:11]2[CH:16]=[CH:15][C:14]([C:17]([F:20])([F:19])[F:18])=[CH:13][CH:12]=2)[N:8]=[C:7](Cl)[N:6]=1)=[O:4].[CH3:23][O:24][C:25]1[CH:26]=[C:27]([NH2:37])[CH:28]=[CH:29][C:30]=1[N:31]1[CH:35]=[C:34]([CH3:36])[N:33]=[CH:32]1. No catalyst specified. The product is [CH3:1][N:2]([CH3:22])[C:3]([C:5]1[CH:10]=[C:9]([C:11]2[CH:16]=[CH:15][C:14]([C:17]([F:20])([F:19])[F:18])=[CH:13][CH:12]=2)[N:8]=[C:7]([NH:37][C:27]2[CH:28]=[CH:29][C:30]([N:31]3[CH:35]=[C:34]([CH3:36])[N:33]=[CH:32]3)=[C:25]([O:24][CH3:23])[CH:26]=2)[N:6]=1)=[O:4]. The yield is 0.510.